From a dataset of Forward reaction prediction with 1.9M reactions from USPTO patents (1976-2016). Predict the product of the given reaction. (1) Given the reactants [CH:1]([N:4]([CH:23]([CH3:25])[CH3:24])[CH2:5][CH2:6][C@@H:7]([C:14]1[CH:19]=[C:18]([CH2:20][OH:21])[CH:17]=[CH:16][C:15]=1[OH:22])[C:8]1[CH:13]=[CH:12][CH:11]=[CH:10][CH:9]=1)([CH3:3])[CH3:2].C(O[C@H](C1C=CC=CC=1)C([O-])=O)(=O)C.C(=O)([O-])[O-].[K+].[K+], predict the reaction product. The product is: [CH:23]([N:4]([CH:1]([CH3:3])[CH3:2])[CH2:5][CH2:6][C@@H:7]([C:14]1[CH:19]=[C:18]([CH2:20][OH:21])[CH:17]=[CH:16][C:15]=1[OH:22])[C:8]1[CH:13]=[CH:12][CH:11]=[CH:10][CH:9]=1)([CH3:25])[CH3:24]. (2) Given the reactants [CH:1]([C:3]1[S:4][CH:5]=[CH:6][C:7]=1[C:8]([OH:10])=[O:9])=O.Cl.[C:12]([NH:16][OH:17])([CH3:15])([CH3:14])[CH3:13], predict the reaction product. The product is: [C:12]([N+:16]([O-:17])=[CH:1][C:3]1[S:4][CH:5]=[CH:6][C:7]=1[C:8]([OH:10])=[O:9])([CH3:15])([CH3:14])[CH3:13]. (3) Given the reactants [Br:1][C:2]1[CH:7]=[C:6]([CH3:8])[C:5]([S:9][C:10]2[C:15]([N+:16]([O-:18])=[O:17])=[C:14]([CH3:19])[N:13]=[C:12](Cl)[N:11]=2)=[C:4]([CH3:21])[CH:3]=1.[NH2:22][C:23]1[CH:30]=[CH:29][C:26]([C:27]#[N:28])=[CH:25][CH:24]=1.N1C=CC=CC=1, predict the reaction product. The product is: [Br:1][C:2]1[CH:7]=[C:6]([CH3:8])[C:5]([S:9][C:10]2[C:15]([N+:16]([O-:18])=[O:17])=[C:14]([CH3:19])[N:13]=[C:12]([NH:22][C:23]3[CH:30]=[CH:29][C:26]([C:27]#[N:28])=[CH:25][CH:24]=3)[N:11]=2)=[C:4]([CH3:21])[CH:3]=1. (4) Given the reactants [CH:1](NC(C)C)(C)[CH3:2].C([Li])CCC.[C:13]([O:17][C:18](=[O:46])[CH:19]([NH:27][S:28]([C:31]1[CH:36]=[CH:35][C:34]([O:37][CH2:38][C:39]2[CH:44]=[CH:43][C:42]([F:45])=[CH:41][CH:40]=2)=[CH:33][CH:32]=1)(=[O:30])=[O:29])CCCC(=O)CC)([CH3:16])([CH3:15])[CH3:14].Cl.[CH2:48]1[CH2:52][O:51][CH2:50][CH2:49]1, predict the reaction product. The product is: [C:13]([O:17][C:18]([CH:19]1[C:52]([OH:51])([CH2:1][CH3:2])[CH2:48][CH2:49][CH2:50][N:27]1[S:28]([C:31]1[CH:36]=[CH:35][C:34]([O:37][CH2:38][C:39]2[CH:40]=[CH:41][C:42]([F:45])=[CH:43][CH:44]=2)=[CH:33][CH:32]=1)(=[O:30])=[O:29])=[O:46])([CH3:14])([CH3:16])[CH3:15]. (5) Given the reactants [CH3:1][O:2][C:3]1[CH:12]=[C:11]([O:13][CH3:14])[CH:10]=[C:9]2[C:4]=1[C:5](=[O:27])[NH:6][C:7]([C:15]1[CH:20]=[CH:19][C:18]([N:21]3[CH2:26][CH2:25][NH:24][CH2:23][CH2:22]3)=[CH:17][CH:16]=1)=[N:8]2.CCN(CC)CC.[C:35](Cl)(=[O:39])[CH:36]([CH3:38])[CH3:37], predict the reaction product. The product is: [C:35]([N:24]1[CH2:23][CH2:22][N:21]([C:18]2[CH:19]=[CH:20][C:15]([C:7]3[NH:6][C:5](=[O:27])[C:4]4[C:9](=[CH:10][C:11]([O:13][CH3:14])=[CH:12][C:3]=4[O:2][CH3:1])[N:8]=3)=[CH:16][CH:17]=2)[CH2:26][CH2:25]1)(=[O:39])[CH:36]([CH3:38])[CH3:37].